Dataset: Full USPTO retrosynthesis dataset with 1.9M reactions from patents (1976-2016). Task: Predict the reactants needed to synthesize the given product. (1) Given the product [Cl:1][C:2]1[C:3]([C:9]2[CH:10]=[CH:11][C:12]3[N:16]=[CH:15][N:14]([CH2:17][C:18]4[CH:23]=[CH:22][CH:21]=[C:20]([F:24])[CH:19]=4)[C:13]=3[CH:25]=2)=[CH:4][C:5]([NH:31][CH:26]2[CH2:30][CH2:29][CH2:28][CH2:27]2)=[N:6][CH:7]=1, predict the reactants needed to synthesize it. The reactants are: [Cl:1][C:2]1[C:3]([C:9]2[CH:10]=[CH:11][C:12]3[N:16]=[CH:15][N:14]([CH2:17][C:18]4[CH:23]=[CH:22][CH:21]=[C:20]([F:24])[CH:19]=4)[C:13]=3[CH:25]=2)=[CH:4][C:5](F)=[N:6][CH:7]=1.[CH:26]1([NH2:31])[CH2:30][CH2:29][CH2:28][CH2:27]1.C(N(CC)C(C)C)(C)C.[O-]P([O-])([O-])=O.[O-]P([O-])([O-])=O.[Ca+2].[Ca+2].[Ca+2]. (2) Given the product [CH3:1][C:2]1[S:3][CH2:4][C@@:5]([CH3:11])([C:7]([O:9][CH3:10])=[O:8])[N:6]=1, predict the reactants needed to synthesize it. The reactants are: [CH3:1][C:2]1[S:3][CH2:4][C:5]([CH3:11])([C:7]([O:9][CH3:10])=[O:8])[N:6]=1.C(OCC)(=O)C. (3) Given the product [CH3:31][C:27]1[N:28]=[CH:29][O:30][C:26]=1[C:24]([OH:25])=[O:23], predict the reactants needed to synthesize it. The reactants are: C(OC(=O)C(Cl)C(=O)C)C.C([O-])=O.[NH4+].C([O-])([O-])=O.[Na+].[Na+].C([O:23][C:24]([C:26]1[O:30][CH:29]=[N:28][C:27]=1[CH3:31])=[O:25])C.Cl. (4) Given the product [C:29]([CH2:28][C@H:25]1[CH2:24][CH2:23][C:22]2[S:21][C:20]3[N:19]=[CH:18][N:17]=[C:16]([O:15][CH:12]4[CH2:13][CH2:14][C:9]([NH:8][C:6](=[O:7])[O:5][C:1]([CH3:2])([CH3:4])[CH3:3])([CH2:32][CH3:33])[CH2:10][CH2:11]4)[C:27]=3[C:26]1=2)(=[O:31])[NH2:40], predict the reactants needed to synthesize it. The reactants are: [C:1]([O:5][C:6]([NH:8][C:9]1([CH2:32][CH3:33])[CH2:14][CH2:13][CH:12]([O:15][C:16]2[C:27]3[C:26]4[C@@H:25]([CH2:28][C:29]([OH:31])=O)[CH2:24][CH2:23][C:22]=4[S:21][C:20]=3[N:19]=[CH:18][N:17]=2)[CH2:11][CH2:10]1)=[O:7])([CH3:4])([CH3:3])[CH3:2].C1C=CC2N(O)N=[N:40]C=2C=1.CCN=C=NCCCN(C)C.[NH4+].[Cl-]. (5) The reactants are: [NH4+:1].[Cl-].[Al](C)(C)C.CO[C:9]1[CH:16]=[CH:15][C:12]([C:13]#[N:14])=[CH:11][CH:10]=1. Given the product [C:13](=[NH:1])([NH2:14])[C:12]1[CH:15]=[CH:16][CH:9]=[CH:10][CH:11]=1, predict the reactants needed to synthesize it. (6) The reactants are: [CH2:1]([NH:3][CH2:4][C:5]([CH2:11][NH:12][C:13]1[CH:21]=[CH:20][CH:19]=[C:18]2[C:14]=1[CH:15]=[N:16][N:17]2[C:22]1[CH:27]=[CH:26][C:25]([F:28])=[CH:24][CH:23]=1)([OH:10])[C:6]([F:9])([F:8])[F:7])[CH3:2].C(N(CC)C(C)C)(C)C.[CH3:38][C:39]1[CH:47]=[CH:46][CH:45]=[C:44]([CH3:48])[C:40]=1[C:41](Cl)=[O:42]. Given the product [CH2:1]([N:3]([CH2:4][C:5]([CH2:11][NH:12][C:13]1[CH:21]=[CH:20][CH:19]=[C:18]2[C:14]=1[CH:15]=[N:16][N:17]2[C:22]1[CH:23]=[CH:24][C:25]([F:28])=[CH:26][CH:27]=1)([OH:10])[C:6]([F:8])([F:9])[F:7])[C:41](=[O:42])[C:40]1[C:44]([CH3:48])=[CH:45][CH:46]=[CH:47][C:39]=1[CH3:38])[CH3:2], predict the reactants needed to synthesize it. (7) The reactants are: [CH2:1]([S:8]([CH2:11][C:12](O)=O)(=[O:10])=[O:9])[C:2]1[CH:7]=[CH:6][CH:5]=[CH:4][CH:3]=1.[Cl:15][C:16]1[CH:23]=[CH:22][CH:21]=[CH:20][C:17]=1C=O. Given the product [CH2:1]([S:8](/[CH:11]=[CH:12]/[C:17]1[CH:20]=[CH:21][CH:22]=[CH:23][C:16]=1[Cl:15])(=[O:10])=[O:9])[C:2]1[CH:7]=[CH:6][CH:5]=[CH:4][CH:3]=1, predict the reactants needed to synthesize it.